From a dataset of Serine/threonine kinase 33 screen with 319,792 compounds. Binary Classification. Given a drug SMILES string, predict its activity (active/inactive) in a high-throughput screening assay against a specified biological target. (1) The molecule is O(c1cc2=C(NN=C(N=c2cc1)c1ccc(OC)cc1)c1ccc(cc1)C)CC. The result is 0 (inactive). (2) The result is 0 (inactive). The molecule is Brc1cc(F)c(OCC(OCC(=O)NC(=O)NCC=C)=O)cc1. (3) The compound is O1CCN(CC1)CCNC(=O)C(Oc1cc2c3c4n(c2cc1)c(=O)c1c(c4ncc3)cccc1)C. The result is 1 (active). (4) The drug is S(=O)(=O)(NC1=NCCC1)c1cc(NC(=O)COc2c(cccc2)C)ccc1. The result is 0 (inactive). (5) The drug is O(c1cc(N\C=C2\c3c(NC2=O)cccc3)cc(OC)c1OC)C. The result is 1 (active). (6) The drug is O(CC(=O)Nc1cc2[nH]c(=O)[nH]c2cc1)c1c(OCC)cccc1. The result is 0 (inactive).